Task: Predict the product of the given reaction.. Dataset: Forward reaction prediction with 1.9M reactions from USPTO patents (1976-2016) (1) Given the reactants [OH:1][C@H:2]1[CH2:7][CH2:6][C@H:5]([NH:8][C:9](=[O:15])[O:10][C:11]([CH3:14])([CH3:13])[CH3:12])[CH2:4][CH2:3]1.CCN(C(C)C)C(C)C.[CH3:25][S:26](Cl)(=[O:28])=[O:27], predict the reaction product. The product is: [CH3:25][S:26]([O:1][C@H:2]1[CH2:7][CH2:6][C@H:5]([NH:8][C:9]([O:10][C:11]([CH3:12])([CH3:14])[CH3:13])=[O:15])[CH2:4][CH2:3]1)(=[O:28])=[O:27]. (2) Given the reactants C(OC([N:8]1[CH2:13][CH2:12][N:11]([C:14]2[CH:19]=[CH:18][C:17]([C:20]([F:23])([F:22])[F:21])=[CH:16][C:15]=2[F:24])[CH2:10][CH2:9]1)=O)(C)(C)C.Cl, predict the reaction product. The product is: [F:24][C:15]1[CH:16]=[C:17]([C:20]([F:21])([F:22])[F:23])[CH:18]=[CH:19][C:14]=1[N:11]1[CH2:12][CH2:13][NH:8][CH2:9][CH2:10]1. (3) Given the reactants [NH2:1][C:2]1[NH:7][C:6]([S:8][CH2:9][C:10]2[CH:15]=[CH:14][CH:13]=[CH:12][CH:11]=2)=[N:5][C:4](=[O:16])[CH:3]=1.[S-:17][C:18]#[N:19].[K+].N1C=CC=CC=1.BrBr, predict the reaction product. The product is: [NH2:1][C:2]1[NH:7][C:6]([S:8][CH2:9][C:10]2[CH:11]=[CH:12][CH:13]=[CH:14][CH:15]=2)=[N:5][C:4](=[O:16])[C:3]=1[S:17][C:18]#[N:19]. (4) Given the reactants O[C@H:2]1[CH2:6][CH2:5][N:4](C(OC(C)(C)C)=O)[CH2:3]1.OC[C@@H]1CCCN1C(OC(C)(C)C)=O.[Cl:28][C:29]1[CH:30]=[CH:31][C:32]([CH2:35][O:36][C:37]2[CH:42]=[CH:41][N:40]([C:43]3[CH:48]=[CH:47][C:46]([O:49][C@@H:50]4CCN(C(OC(C)(C)C)=O)C4)=[CH:45][CH:44]=3)[C:39](=[O:62])[CH:38]=2)=[N:33][CH:34]=1, predict the reaction product. The product is: [Cl:28][C:29]1[CH:30]=[CH:31][C:32]([CH2:35][O:36][C:37]2[CH:42]=[CH:41][N:40]([C:43]3[CH:44]=[CH:45][C:46]([O:49][CH2:50][C@@H:3]4[CH2:2][CH2:6][CH2:5][NH:4]4)=[CH:47][CH:48]=3)[C:39](=[O:62])[CH:38]=2)=[N:33][CH:34]=1.